This data is from Reaction yield outcomes from USPTO patents with 853,638 reactions. The task is: Predict the reaction yield, written as a fraction of the theoretical maximum amount of product (1.0 means a 100% yield; for example, 0.34 means a 34% yield). (1) The reactants are [CH3:1][N:2]1[CH:6]=[C:5]([C:7]2[S:15][C:14]3[C:13]([C:16]4[CH2:17][CH2:18][NH:19][CH2:20][CH:21]=4)=[N:12][CH:11]=[N:10][C:9]=3[CH:8]=2)[C:4]([CH3:22])=[N:3]1.[N:23]([C@H:26]([C:28]1[CH:33]=[CH:32][CH:31]=[C:30]([O:34][CH3:35])[CH:29]=1)[CH3:27])=[C:24]=[O:25].C(N(CC)C(C)C)(C)C. The catalyst is C(#N)C. The product is [CH3:1][N:2]1[CH:6]=[C:5]([C:7]2[S:15][C:14]3[C:13]([C:16]4[CH2:17][CH2:18][N:19]([C:24]([NH:23][C@H:26]([C:28]5[CH:33]=[CH:32][CH:31]=[C:30]([O:34][CH3:35])[CH:29]=5)[CH3:27])=[O:25])[CH2:20][CH:21]=4)=[N:12][CH:11]=[N:10][C:9]=3[CH:8]=2)[C:4]([CH3:22])=[N:3]1. The yield is 0.210. (2) The reactants are [CH3:1][O:2][C:3]1[CH:4]=[C:5]([NH:9][S:10]([C:13]2[CH:14]=[C:15]([CH:19]=[CH:20][C:21]([OH:23])=O)[CH:16]=[CH:17][CH:18]=2)(=[O:12])=[O:11])[CH:6]=[CH:7][CH:8]=1.[Cl:24]CCl. The catalyst is CN(C)C=O. The product is [CH3:1][O:2][C:3]1[CH:4]=[C:5]([NH:9][S:10]([C:13]2[CH:14]=[C:15]([CH:19]=[CH:20][C:21]([Cl:24])=[O:23])[CH:16]=[CH:17][CH:18]=2)(=[O:12])=[O:11])[CH:6]=[CH:7][CH:8]=1. The yield is 1.00. (3) The catalyst is C1COCC1.CO.CC(OC)(C)C. The reactants are [Cl:1][C:2]1[CH:7]=[CH:6][C:5]([C:8]2[CH:13]=[C:12]([C:14]([F:17])([F:16])[F:15])[N:11]3[N:18]=[CH:19][C:20]([C:21]#[C:22][Si](C)(C)C)=[C:10]3[N:9]=2)=[CH:4][CH:3]=1.C([O-])([O-])=O.[K+].[K+]. The product is [Cl:1][C:2]1[CH:7]=[CH:6][C:5]([C:8]2[CH:13]=[C:12]([C:14]([F:16])([F:15])[F:17])[N:11]3[N:18]=[CH:19][C:20]([C:21]#[CH:22])=[C:10]3[N:9]=2)=[CH:4][CH:3]=1. The yield is 0.450. (4) The reactants are [CH3:1][C:2]1[C:3](=[O:14])[O:4][CH2:5][C@H:6]([C:8]2[CH:13]=[CH:12][CH:11]=[CH:10][CH:9]=2)[N:7]=1. The catalyst is ClCCl.O=[Pt]=O. The product is [CH3:1][C@H:2]1[NH:7][C@@H:6]([C:8]2[CH:13]=[CH:12][CH:11]=[CH:10][CH:9]=2)[CH2:5][O:4][C:3]1=[O:14]. The yield is 0.740. (5) The reactants are [CH:1]12[CH:8]([N:9]([CH3:17])[C:10](=[O:16])[O:11][C:12]([CH3:15])([CH3:14])[CH3:13])[CH:5]([CH2:6][CH2:7]1)[CH2:4][NH:3][CH2:2]2.CS(O[CH2:23][CH2:24][CH2:25][CH:26]([C:38]1[CH:43]=[CH:42][C:41]([C:44]#[N:45])=[CH:40][CH:39]=1)[O:27][C:28]1[CH:33]=[CH:32][C:31]([O:34][CH3:35])=[C:30]([O:36][CH3:37])[CH:29]=1)(=O)=O.C(=O)([O-])[O-].[K+].[K+]. The catalyst is CN(C=O)C. The product is [C:44]([C:41]1[CH:40]=[CH:39][C:38]([CH:26]([O:27][C:28]2[CH:33]=[CH:32][C:31]([O:34][CH3:35])=[C:30]([O:36][CH3:37])[CH:29]=2)[CH2:25][CH2:24][CH2:23][N:3]2[CH2:4][CH:5]3[CH:8]([N:9]([CH3:17])[C:10](=[O:16])[O:11][C:12]([CH3:13])([CH3:14])[CH3:15])[CH:1]([CH2:7][CH2:6]3)[CH2:2]2)=[CH:43][CH:42]=1)#[N:45]. The yield is 0.600. (6) The reactants are Cl[C:2]1[N:3]=[C:4]([NH:22][CH3:23])[C:5]2[CH2:10][CH2:9][CH:8]([C:11]3[CH:16]=[CH:15][C:14]([O:17][C:18]([F:21])([F:20])[F:19])=[CH:13][CH:12]=3)[C:6]=2[N:7]=1.[Cl:24][C:25]1[N:26]=[CH:27][N:28]([C:30]2[CH:36]=[CH:35][C:33]([NH2:34])=[CH:32][C:31]=2[O:37][CH3:38])[CH:29]=1. The catalyst is C(O)(=O)C.C1COCC1. The product is [Cl:24][C:25]1[N:26]=[CH:27][N:28]([C:30]2[CH:36]=[CH:35][C:33]([NH:34][C:2]3[N:3]=[C:4]([NH:22][CH3:23])[C:5]4[CH2:10][CH2:9][CH:8]([C:11]5[CH:16]=[CH:15][C:14]([O:17][C:18]([F:21])([F:19])[F:20])=[CH:13][CH:12]=5)[C:6]=4[N:7]=3)=[CH:32][C:31]=2[O:37][CH3:38])[CH:29]=1. The yield is 0.268. (7) The reactants are O[C:2]1[C:11]2[C:6](=[N:7][CH:8]=[CH:9][CH:10]=2)[N:5]([C:12]2[CH:17]=[CH:16][CH:15]=[CH:14][CH:13]=2)[C:4](=[O:18])[C:3]=1[C:19](=O)[CH2:20][C:21]1[CH:26]=[CH:25][CH:24]=[C:23]([N+:27]([O-:29])=[O:28])[CH:22]=1.O.[NH2:32][NH2:33]. The catalyst is CN(C=O)C. The product is [N+:27]([C:23]1[CH:22]=[C:21]([CH:26]=[CH:25][CH:24]=1)[CH2:20][C:19]1[C:3]2[C:4](=[O:18])[N:5]([C:12]3[CH:17]=[CH:16][CH:15]=[CH:14][CH:13]=3)[C:6]3[N:7]=[CH:8][CH:9]=[CH:10][C:11]=3[C:2]=2[NH:33][N:32]=1)([O-:29])=[O:28]. The yield is 0.710.